From a dataset of Catalyst prediction with 721,799 reactions and 888 catalyst types from USPTO. Predict which catalyst facilitates the given reaction. (1) Reactant: [ClH:1].C([N:9]1[CH2:20][CH:19]2[CH2:21][CH:11]([CH2:12][C:13]3[C:14]([O:22][CH3:23])=[CH:15][CH:16]=[CH:17][C:18]=32)[CH2:10]1)C1C=CC=CC=1.C([O-])=O.[NH4+]. Product: [ClH:1].[CH3:23][O:22][C:14]1[C:13]2[CH2:12][CH:11]3[CH2:21][CH:19]([CH2:20][NH:9][CH2:10]3)[C:18]=2[CH:17]=[CH:16][CH:15]=1. The catalyst class is: 19. (2) Reactant: [CH3:1][O:2][C:3]1[CH:13]=[CH:12][CH:11]=[CH:10][C:4]=1[C:5]([O:7][CH2:8][CH3:9])=[O:6].C(OC(=O)C)(=O)C.[N+:21]([O-])([OH:23])=[O:22]. Product: [CH3:1][O:2][C:3]1[CH:13]=[CH:12][C:11]([N+:21]([O-:23])=[O:22])=[CH:10][C:4]=1[C:5]([O:7][CH2:8][CH3:9])=[O:6]. The catalyst class is: 15.